This data is from Full USPTO retrosynthesis dataset with 1.9M reactions from patents (1976-2016). The task is: Predict the reactants needed to synthesize the given product. (1) Given the product [CH:33]1([C:30]2[NH:31][N:32]=[C:28]([NH:27][C:25]3[CH:24]=[CH:23][N:22]=[C:21]([N:2]([CH3:1])[CH:3]([C:5]4[CH:19]=[CH:18][C:8]5[N:9]([CH:12]6[CH2:17][CH2:16][CH2:15][CH2:14][O:13]6)[CH:10]=[N:11][C:7]=5[CH:6]=4)[CH3:4])[N:26]=3)[CH:29]=2)[CH2:35][CH2:34]1, predict the reactants needed to synthesize it. The reactants are: [CH3:1][NH:2][CH:3]([C:5]1[CH:19]=[CH:18][C:8]2[N:9]([CH:12]3[CH2:17][CH2:16][CH2:15][CH2:14][O:13]3)[CH:10]=[N:11][C:7]=2[CH:6]=1)[CH3:4].Cl[C:21]1[N:26]=[C:25]([NH:27][C:28]2[NH:32][N:31]=[C:30]([CH:33]3[CH2:35][CH2:34]3)[CH:29]=2)[CH:24]=[CH:23][N:22]=1.CCN(C(C)C)C(C)C. (2) The reactants are: [CH2:1]([O:8][C:9]([NH:11][C@@H:12]([CH3:16])[C:13]([OH:15])=O)=[O:10])[C:2]1[CH:7]=[CH:6][CH:5]=[CH:4][CH:3]=1.C(N1C=CN=C1)(N1C=CN=C1)=O.[K+].[C:30]([O:36][CH2:37][CH3:38])(=[O:35])[CH2:31]C([O-])=O.[Cl-].[Mg+2].[Cl-].[Cl-].[NH4+]. Given the product [CH2:1]([O:8][C:9]([NH:11][C@@H:12]([CH3:16])[C:13](=[O:15])[CH2:31][C:30]([O:36][CH2:37][CH3:38])=[O:35])=[O:10])[C:2]1[CH:3]=[CH:4][CH:5]=[CH:6][CH:7]=1, predict the reactants needed to synthesize it. (3) Given the product [Cl:3][C:4]1[CH:5]=[C:6]([C:9]([NH2:10])=[O:11])[S:7][CH:8]=1, predict the reactants needed to synthesize it. The reactants are: [OH-].[K+].[Cl:3][C:4]1[CH:5]=[C:6]([C:9]#[N:10])[S:7][CH:8]=1.[O-:11]S([O-])(=O)=O.[Na+].[Na+].C. (4) Given the product [N:36]1[CH:37]=[CH:38][CH:39]=[N:40][C:35]=1[C:31]1[CH:30]=[C:29]([NH:28][C:21]2[C:22]([C:25]([NH2:26])=[O:27])=[N:23][CH:24]=[CH:19][N:20]=2)[CH:34]=[CH:33][CH:32]=1, predict the reactants needed to synthesize it. The reactants are: C(OC(=O)NC1([C@H](N[C:19]2[CH:24]=[N:23][C:22]([C:25](=[O:27])[NH2:26])=[C:21]([NH:28][C:29]3[CH:34]=[CH:33][CH:32]=[C:31]([C:35]4[N:40]=[CH:39][CH:38]=[CH:37][N:36]=4)[CH:30]=3)[N:20]=2)C2CC2)CC1)C1C=CC=CC=1.B(Br)(Br)Br. (5) Given the product [Na+:50].[Cl:37][C:33]1[CH:32]=[C:31]([NH:30][C:29]([C:12]2[N:11]([CH:39]([CH3:40])[CH3:41])[C:10]([CH2:9][CH2:8][C@@H:7]([OH:42])[CH2:6][C@@H:5]([OH:43])[CH2:4][C:3]([O-:44])=[O:2])=[C:14]([C:15]3[CH:16]=[CH:17][C:18]([F:21])=[CH:19][CH:20]=3)[C:13]=2[C:22]2[CH:27]=[CH:26][C:25]([F:28])=[CH:24][CH:23]=2)=[O:38])[CH:36]=[CH:35][CH:34]=1, predict the reactants needed to synthesize it. The reactants are: C[O:2][C:3](=[O:44])[CH2:4][C@H:5]([OH:43])[CH2:6][C@H:7]([OH:42])[CH2:8][CH2:9][C:10]1[N:11]([CH:39]([CH3:41])[CH3:40])[C:12]([C:29](=[O:38])[NH:30][C:31]2[CH:36]=[CH:35][CH:34]=[C:33]([Cl:37])[CH:32]=2)=[C:13]([C:22]2[CH:27]=[CH:26][C:25]([F:28])=[CH:24][CH:23]=2)[C:14]=1[C:15]1[CH:20]=[CH:19][C:18]([F:21])=[CH:17][CH:16]=1.C(O)C.O.[OH-].[Na+:50]. (6) Given the product [Br:1][C:2]1[CH:3]=[C:4]([NH2:16])[C:5]([N:6]([CH2:10][CH:11]([CH3:12])[CH3:13])[CH2:7][C:8]#[CH:9])=[CH:14][CH:15]=1, predict the reactants needed to synthesize it. The reactants are: [Br:1][C:2]1[CH:15]=[CH:14][C:5]([N:6]([CH2:10][CH:11]([CH3:13])[CH3:12])[CH2:7][C:8]#[CH:9])=[C:4]([N+:16]([O-])=O)[CH:3]=1.C(N(CCC(F)(F)F)C1C=CC(Br)=CC=1[N+]([O-])=O)C1C=CC=CC=1.C(N(CCC(F)(F)F)C1C(N)=CC(Br)=CC=1)C1C=CC=CC=1. (7) Given the product [CH2:10]([NH:1][CH:2]1[CH2:7][CH2:6][C:5](=[O:8])[NH:4][C:3]1=[O:9])[C:11]1[CH:16]=[CH:15][CH:14]=[CH:13][CH:12]=1, predict the reactants needed to synthesize it. The reactants are: [NH2:1][CH:2]1[CH2:7][CH2:6][C:5](=[O:8])[NH:4][C:3]1=[O:9].[CH2:10](Br)[C:11]1[CH:16]=[CH:15][CH:14]=[CH:13][CH:12]=1. (8) Given the product [NH2:11][CH2:12][C:13]1[C:14]([CH2:30][C:31]([CH3:34])([CH3:33])[CH3:32])=[N:15][C:16]([CH3:29])=[C:17]([C:21]=1[C:22]1[CH:27]=[CH:26][C:25]([CH3:28])=[CH:24][CH:23]=1)[C:18]([OH:20])=[O:19], predict the reactants needed to synthesize it. The reactants are: C(OC([NH:11][CH2:12][C:13]1[C:14]([CH2:30][C:31]([CH3:34])([CH3:33])[CH3:32])=[N:15][C:16]([CH3:29])=[C:17]([C:21]=1[C:22]1[CH:27]=[CH:26][C:25]([CH3:28])=[CH:24][CH:23]=1)[C:18]([OH:20])=[O:19])=O)C1C=CC=CC=1.O1CCCC1.